From a dataset of Forward reaction prediction with 1.9M reactions from USPTO patents (1976-2016). Predict the product of the given reaction. (1) Given the reactants [Cl:1][C:2]1[N:10]([CH2:11][CH:12]=[CH2:13])[C:9]2[C:8](=[O:14])[NH:7][C:6](=[O:15])[N:5]([CH2:16][O:17][CH2:18][CH2:19][Si:20]([CH3:23])([CH3:22])[CH3:21])[C:4]=2[N:3]=1.CI.[C:26](=O)([O-])[O-].[Cs+].[Cs+].O, predict the reaction product. The product is: [Cl:1][C:2]1[N:10]([CH2:11][CH:12]=[CH2:13])[C:9]2[C:8](=[O:14])[N:7]([CH3:26])[C:6](=[O:15])[N:5]([CH2:16][O:17][CH2:18][CH2:19][Si:20]([CH3:21])([CH3:23])[CH3:22])[C:4]=2[N:3]=1. (2) Given the reactants [C:1]([O:5][C:6]([N:8]1[CH2:12][CH2:11][C:10]([CH3:14])([CH3:13])[C:9]1=[O:15])=[O:7])([CH3:4])([CH3:3])[CH3:2].C1C[O:19]CC1.C(O)C.[OH-].[Na+], predict the reaction product. The product is: [C:1]([O:5][C:6]([NH:8][CH2:12][CH2:11][C:10]([CH3:14])([CH3:13])[C:9]([OH:15])=[O:19])=[O:7])([CH3:4])([CH3:3])[CH3:2]. (3) Given the reactants [CH2:1]([O:8][C@H:9]1[O:18][C@H:17]2[C@@H:12]([O:13][CH:14]([C:19]3[CH:24]=[CH:23][CH:22]=[CH:21][CH:20]=3)[O:15][CH2:16]2)[C:11](=[CH2:25])[C@@H:10]1[O:26][CH2:27][C:28]1[CH:33]=[CH:32][CH:31]=[CH:30][CH:29]=1)[C:2]1[CH:7]=[CH:6][CH:5]=[CH:4][CH:3]=1.C1C=C(Cl)C=C(C(OO)=[O:42])C=1, predict the reaction product. The product is: [CH2:1]([O:8][C@H:9]1[O:18][C@H:17]2[C@@H:12]([O:13][CH:14]([C:19]3[CH:20]=[CH:21][CH:22]=[CH:23][CH:24]=3)[O:15][CH2:16]2)[C@@:11]2([CH2:25][O:42]2)[C@@H:10]1[O:26][CH2:27][C:28]1[CH:33]=[CH:32][CH:31]=[CH:30][CH:29]=1)[C:2]1[CH:3]=[CH:4][CH:5]=[CH:6][CH:7]=1. (4) Given the reactants [H-].[Na+].[NH:3]1[C:11]2[C:6](=[CH:7][CH:8]=[CH:9][CH:10]=2)[CH:5]=[CH:4]1.[N+:12]([C:15]1[CH:22]=[CH:21][C:18]([CH2:19]Cl)=[CH:17][CH:16]=1)([O-:14])=[O:13].O, predict the reaction product. The product is: [N+:12]([C:15]1[CH:22]=[CH:21][C:18]([CH2:19][N:3]2[C:11]3[C:6](=[CH:7][CH:8]=[CH:9][CH:10]=3)[CH:5]=[CH:4]2)=[CH:17][CH:16]=1)([O-:14])=[O:13]. (5) The product is: [CH3:1][O:2][C:3](=[O:26])[C:4]1[CH:9]=[CH:8][C:7]([O:10][CH2:11][CH2:12][NH:13][C:14]([C:16]2[O:17][C:18]3[CH:19]=[CH:22][CH:35]=[C:34]([CH3:37])[C:38]=3[C:20]=2[Br:39])=[O:15])=[CH:6][CH:5]=1. Given the reactants [CH3:1][O:2][C:3](=[O:26])[C:4]1[CH:9]=[CH:8][C:7]([O:10][CH2:11][CH2:12][NH:13][C:14]([C:16]2[O:17][C:18]3C=CC=[CH:22][C:19]=3[C:20]=2C)=[O:15])=[CH:6][CH:5]=1.N([C:34]([CH3:38])([CH3:37])[C:35]#N)=N[C:34]([CH3:38])([CH3:37])[C:35]#N.[Br:39]N1C(=O)CCC1=O, predict the reaction product. (6) Given the reactants [NH:1]1[C:5]2[CH:6]=[CH:7][C:8]([C:10]([OH:12])=O)=[CH:9][C:4]=2[N:3]=[CH:2]1.[CH3:13][O:14][C:15]([C:17]1[CH:30]=[CH:29][C:20]2[C@@H:21]3[C@H:26]([CH2:27][CH2:28][C:19]=2[CH:18]=1)[NH:25][CH2:24][CH2:23][CH2:22]3)=[O:16], predict the reaction product. The product is: [CH3:13][O:14][C:15]([C:17]1[CH:30]=[CH:29][C:20]2[C@@H:21]3[C@H:26]([CH2:27][CH2:28][C:19]=2[CH:18]=1)[N:25]([C:10]([C:8]1[CH:7]=[CH:6][C:5]2[NH:1][CH:2]=[N:3][C:4]=2[CH:9]=1)=[O:12])[CH2:24][CH2:23][CH2:22]3)=[O:16]. (7) Given the reactants [Br:1][C:2]1[CH:3]=[C:4]([NH2:9])[C:5]([Cl:8])=[N:6][CH:7]=1.[CH3:10][C:11]([CH3:13])=O.FC(F)(F)C(O)=O.C(O[BH-](OC(=O)C)OC(=O)C)(=O)C.[Na+], predict the reaction product. The product is: [Br:1][C:2]1[CH:3]=[C:4]([NH:9][CH:11]([CH3:13])[CH3:10])[C:5]([Cl:8])=[N:6][CH:7]=1.